This data is from Full USPTO retrosynthesis dataset with 1.9M reactions from patents (1976-2016). The task is: Predict the reactants needed to synthesize the given product. (1) Given the product [ClH:22].[Cl:22][C:20]1[CH:19]=[CH:18][C:9]2[CH2:10][CH2:11][C:12]3[CH:17]=[CH:16][CH:15]=[CH:14][C:13]=3[N:7]([CH2:5][CH2:4][NH2:1])[C:8]=2[CH:21]=1, predict the reactants needed to synthesize it. The reactants are: [N:1]([CH2:4][C:5]([N:7]1[C:13]2[CH:14]=[CH:15][CH:16]=[CH:17][C:12]=2[CH2:11][CH2:10][C:9]2[CH:18]=[CH:19][C:20]([Cl:22])=[CH:21][C:8]1=2)=O)=[N+]=[N-].B.C1COCC1.Cl.[OH-].[Na+]. (2) Given the product [Cl:33][C:34]1[CH:39]=[C:38]([C:2]2[N:10]=[C:9]([C:11]#[N:12])[N:8]=[C:7]3[C:3]=2[N:4]([CH2:25][C@H:26]2[CH2:31][CH2:30][C@H:29]([CH3:32])[CH2:28][CH2:27]2)[C:5]([N:13]2[CH2:18][CH2:17][O:16][CH2:15][C@H:14]2[C:19]2[CH:24]=[CH:23][CH:22]=[CH:21][CH:20]=2)=[N:6]3)[CH:37]=[C:36]([Cl:49])[N:35]=1, predict the reactants needed to synthesize it. The reactants are: Cl[C:2]1[N:10]=[C:9]([C:11]#[N:12])[N:8]=[C:7]2[C:3]=1[N:4]([CH2:25][C@H:26]1[CH2:31][CH2:30][C@H:29]([CH3:32])[CH2:28][CH2:27]1)[C:5]([N:13]1[CH2:18][CH2:17][O:16][CH2:15][C@H:14]1[C:19]1[CH:24]=[CH:23][CH:22]=[CH:21][CH:20]=1)=[N:6]2.[Cl:33][C:34]1[CH:39]=[C:38](B2OC(C)(C)C(C)(C)O2)[CH:37]=[C:36]([Cl:49])[N:35]=1.C([O-])([O-])=O.[K+].[K+].O1CCOCC1.